From a dataset of Full USPTO retrosynthesis dataset with 1.9M reactions from patents (1976-2016). Predict the reactants needed to synthesize the given product. (1) The reactants are: [NH2:1][CH2:2][C:3]1[C:4]([NH:19][C@H:20]([C:22]2[CH:27]=[CH:26][C:25]([F:28])=[CH:24][CH:23]=2)[CH3:21])=[N:5][C:6]([NH:10][C:11]2[CH:15]=[C:14]([CH:16]3[CH2:18][CH2:17]3)[NH:13][N:12]=2)=[C:7]([F:9])[CH:8]=1.[O:29]1[CH2:34][CH2:33][N:32]([CH2:35][C:36](O)=[O:37])[CH2:31][CH2:30]1.CN(C(ON1N=NC2C=CC=CC1=2)=[N+](C)C)C.F[P-](F)(F)(F)(F)F.CCN(C(C)C)C(C)C. Given the product [CH:16]1([C:14]2[NH:13][N:12]=[C:11]([NH:10][C:6]3[N:5]=[C:4]([NH:19][C@H:20]([C:22]4[CH:23]=[CH:24][C:25]([F:28])=[CH:26][CH:27]=4)[CH3:21])[C:3]([CH2:2][NH:1][C:36](=[O:37])[CH2:35][N:32]4[CH2:33][CH2:34][O:29][CH2:30][CH2:31]4)=[CH:8][C:7]=3[F:9])[CH:15]=2)[CH2:18][CH2:17]1, predict the reactants needed to synthesize it. (2) Given the product [CH2:1]([O:8][C:9]1[CH:10]=[C:11]2[C:16](=[CH:17][CH:18]=1)[C:15](=[O:19])[N:14]([CH2:20][CH:21]([CH3:22])[CH3:23])[C:13]([CH2:24][OH:25])=[C:12]2[C:27]1[CH:32]=[CH:31][CH:30]=[CH:29][C:28]=1[F:33])[C:2]1[CH:3]=[CH:4][CH:5]=[CH:6][CH:7]=1, predict the reactants needed to synthesize it. The reactants are: [CH2:1]([O:8][C:9]1[CH:10]=[C:11]2[C:16](=[CH:17][CH:18]=1)[C:15](=[O:19])[N:14]([CH2:20][CH:21]([CH3:23])[CH3:22])[C:13]([C:24](O)=[O:25])=[C:12]2[C:27]1[CH:32]=[CH:31][CH:30]=[CH:29][C:28]=1[F:33])[C:2]1[CH:7]=[CH:6][CH:5]=[CH:4][CH:3]=1.C(Cl)(=O)C(Cl)=O.[BH4-].[Na+].Cl. (3) Given the product [ClH:1].[Cl:1][C:2]1[CH:3]=[C:4]([C:12]2[CH:13]=[C:14]([CH2:18][N:19]3[CH:23]=[CH:22][N:21]=[C:20]3[CH3:24])[N:15]=[N:16][CH:17]=2)[CH:5]=[CH:6][CH:7]=1, predict the reactants needed to synthesize it. The reactants are: [Cl:1][C:2]1[CH:3]=[C:4](B(O)O)[CH:5]=[CH:6][CH:7]=1.Cl[C:12]1[CH:13]=[C:14]([CH2:18][N:19]2[CH:23]=[CH:22][N:21]=[C:20]2[CH3:24])[N:15]=[N:16][CH:17]=1. (4) Given the product [Cl:1][C:2]1[CH:10]=[CH:9][CH:8]=[CH:7][C:3]=1[C:4]([N:34]([CH2:35][CH2:36][CH3:37])[CH2:33][C:13]([CH2:14][NH:15][C:16]1[CH:24]=[CH:23][CH:22]=[C:21]2[C:17]=1[CH:18]=[N:19][N:20]2[C:25]1[CH:26]=[CH:27][C:28]([F:31])=[CH:29][CH:30]=1)([OH:32])[C:12]([F:11])([F:39])[F:38])=[O:6], predict the reactants needed to synthesize it. The reactants are: [Cl:1][C:2]1[CH:10]=[CH:9][CH:8]=[CH:7][C:3]=1[C:4]([OH:6])=O.[F:11][C:12]([F:39])([F:38])[C:13]([CH2:33][NH:34][CH2:35][CH2:36][CH3:37])([OH:32])[CH2:14][NH:15][C:16]1[CH:24]=[CH:23][CH:22]=[C:21]2[C:17]=1[CH:18]=[N:19][N:20]2[C:25]1[CH:30]=[CH:29][C:28]([F:31])=[CH:27][CH:26]=1. (5) Given the product [ClH:31].[CH2:1]([NH:3][C:4]([C:6]1[C:11]2[CH2:12][N:13]([CH2:16][C:17]3[CH:29]=[CH:28][C:20]([C:21]([OH:23])=[O:22])=[C:19]([CH3:30])[CH:18]=3)[C:14](=[O:15])[C:10]=2[CH:9]=[CH:8][N:7]=1)=[O:5])[CH3:2], predict the reactants needed to synthesize it. The reactants are: [CH2:1]([NH:3][C:4]([C:6]1[C:11]2[CH2:12][N:13]([CH2:16][C:17]3[CH:29]=[CH:28][C:20]([C:21]([O:23]C(C)(C)C)=[O:22])=[C:19]([CH3:30])[CH:18]=3)[C:14](=[O:15])[C:10]=2[CH:9]=[CH:8][N:7]=1)=[O:5])[CH3:2].[ClH:31]. (6) Given the product [CH3:7][C:8]1([C:12](=[O:14])[CH2:22][C:23]#[N:24])[CH2:9][O:10][CH2:11]1, predict the reactants needed to synthesize it. The reactants are: CC([O-])(C)C.[K+].[CH3:7][C:8]1([C:12]([O:14]CC2C=CC=CC=2)=O)[CH2:11][O:10][CH2:9]1.[CH3:22][C:23]#[N:24]. (7) Given the product [C:1]([C:5]1[O:9][N:8]=[C:7]([C:10]2[CH:15]=[C:14]([O:28][CH:26]([CH3:27])[CH2:25][O:24][C:20]([CH3:23])([CH3:22])[CH3:21])[C:13]([CH:17]3[CH2:19][CH2:18]3)=[CH:12][N:11]=2)[N:6]=1)([CH3:4])([CH3:3])[CH3:2], predict the reactants needed to synthesize it. The reactants are: [C:1]([C:5]1[O:9][N:8]=[C:7]([C:10]2[CH:15]=[C:14](Cl)[C:13]([CH:17]3[CH2:19][CH2:18]3)=[CH:12][N:11]=2)[N:6]=1)([CH3:4])([CH3:3])[CH3:2].[C:20]([O:24][CH2:25][CH:26]([OH:28])[CH3:27])([CH3:23])([CH3:22])[CH3:21].